From a dataset of Forward reaction prediction with 1.9M reactions from USPTO patents (1976-2016). Predict the product of the given reaction. (1) The product is: [C:24]12([CH:19]([NH:18][C:3]3[C:2]([F:1])=[CH:7][N:6]=[C:5]([C:8]4[C:16]5[C:11](=[N:12][CH:13]=[C:14]([F:17])[CH:15]=5)[NH:10][CH:9]=4)[N:4]=3)[CH2:20][C:21]([OH:23])=[O:22])[CH2:30][CH:34]3[CH2:35][CH:28]([CH2:27][CH:26]([CH2:31]3)[CH2:25]1)[CH2:29]2. Given the reactants [F:1][C:2]1[C:3]([NH:18][CH:19]([C:24]2([CH3:30])[CH2:29][CH2:28][CH2:27][CH2:26][CH2:25]2)[CH2:20][C:21]([OH:23])=[O:22])=[N:4][C:5]([C:8]2[C:16]3[C:11](=[N:12][CH:13]=[C:14]([F:17])[CH:15]=3)[NH:10][CH:9]=2)=[N:6][CH:7]=1.[CH:31](O)=O.[C:34](#N)[CH3:35], predict the reaction product. (2) Given the reactants O[C:2]1[C:11]2[CH2:10][CH2:9][CH2:8][CH2:7][C:6]=2[NH:5][C:4](=[O:12])[C:3]=1[C:13]([O:15][CH2:16][CH3:17])=[O:14].P(Cl)(Cl)([Cl:20])=O, predict the reaction product. The product is: [Cl:20][C:2]1[C:11]2[CH2:10][CH2:9][CH2:8][CH2:7][C:6]=2[NH:5][C:4](=[O:12])[C:3]=1[C:13]([O:15][CH2:16][CH3:17])=[O:14].